From a dataset of Full USPTO retrosynthesis dataset with 1.9M reactions from patents (1976-2016). Predict the reactants needed to synthesize the given product. (1) Given the product [C:25]1(=[O:30])[N:1]([C:2]2[CH:3]=[CH:4][C:5]([O:8][C:9]3[CH:10]=[C:11]4[C:16](=[CH:17][CH:18]=3)[O:15][CH:14]([C:19]3[CH:20]=[CH:21][CH:22]=[CH:23][CH:24]=3)[CH2:13][CH2:12]4)=[N:6][CH:7]=2)[C:28](=[O:29])[CH2:27][CH2:26]1, predict the reactants needed to synthesize it. The reactants are: [NH2:1][C:2]1[CH:3]=[CH:4][C:5]([O:8][C:9]2[CH:10]=[C:11]3[C:16](=[CH:17][CH:18]=2)[O:15][CH:14]([C:19]2[CH:24]=[CH:23][CH:22]=[CH:21][CH:20]=2)[CH2:13][CH2:12]3)=[N:6][CH:7]=1.[C:25]1(=O)[O:30][C:28](=[O:29])[CH2:27][CH2:26]1. (2) Given the product [CH3:8][C:9]1([CH3:35])[C:18]2[C:13](=[CH:14][CH:15]=[C:16]([C:19]([NH:7][S:4]([CH3:3])(=[O:6])=[O:5])=[O:20])[CH:17]=2)[NH:12][CH:11]([C:22]2[CH:27]=[C:26]([N:28]3[CH2:33][CH2:32][O:31][CH2:30][CH2:29]3)[CH:25]=[CH:24][C:23]=2[CH3:34])[CH2:10]1, predict the reactants needed to synthesize it. The reactants are: [H-].[Na+].[CH3:3][S:4]([NH2:7])(=[O:6])=[O:5].[CH3:8][C:9]1([CH3:35])[C:18]2[C:13](=[CH:14][CH:15]=[C:16]([C:19](O)=[O:20])[CH:17]=2)[NH:12][CH:11]([C:22]2[CH:27]=[C:26]([N:28]3[CH2:33][CH2:32][O:31][CH2:30][CH2:29]3)[CH:25]=[CH:24][C:23]=2[CH3:34])[CH2:10]1.C(N1C=CN=C1)(N1C=CN=C1)=O. (3) The reactants are: [C:1]([O:5][C:6](=[O:24])[NH:7][C:8]1[CH2:9][O:10][CH2:11][C:12]([C:16]2[CH:21]=[C:20](Br)[CH:19]=[CH:18][C:17]=2[F:23])([CH2:14][F:15])[N:13]=1)([CH3:4])([CH3:3])[CH3:2].C[NH:26][C@@H]1CCCC[C@H]1NC.[N-]=[N+]=[N-].[Na+].O=C1O[C@H]([C@H](CO)O)C([O-])=C1O.[Na+]. Given the product [C:1]([O:5][C:6](=[O:24])[NH:7][C:8]1[CH2:9][O:10][CH2:11][C:12]([C:16]2[CH:21]=[C:20]([NH2:26])[CH:19]=[CH:18][C:17]=2[F:23])([CH2:14][F:15])[N:13]=1)([CH3:4])([CH3:3])[CH3:2], predict the reactants needed to synthesize it. (4) Given the product [CH2:16]([O:2][C:1]1[CH:8]=[CH:7][C:5]([OH:6])=[CH:4][CH:3]=1)[C:17]#[C:18][CH3:19], predict the reactants needed to synthesize it. The reactants are: [C:1]1([CH:8]=[CH:7][C:5]([OH:6])=[CH:4][CH:3]=1)[OH:2].C(=O)([O-])[O-].[K+].[K+].Br[CH2:16][C:17]#[C:18][CH3:19]. (5) Given the product [NH2:1][CH2:4][CH2:5][O:6][C:7]1[CH:8]=[CH:9][C:10]([CH2:13][C:14]([CH3:29])([CH2:20][CH2:21][CH2:22][C:23]2[CH:24]=[CH:25][CH:26]=[CH:27][CH:28]=2)[C:15]([O:17][CH2:18][CH3:19])=[O:16])=[CH:11][CH:12]=1, predict the reactants needed to synthesize it. The reactants are: [N:1]([CH2:4][CH2:5][O:6][C:7]1[CH:12]=[CH:11][C:10]([CH2:13][C:14]([CH3:29])([CH2:20][CH2:21][CH2:22][C:23]2[CH:28]=[CH:27][CH:26]=[CH:25][CH:24]=2)[C:15]([O:17][CH2:18][CH3:19])=[O:16])=[CH:9][CH:8]=1)=[N+]=[N-]. (6) Given the product [CH2:1]([O:8][C:9]1[CH:14]=[CH:13][C:12]([C:15]2[N:16]3[N:17]=[CH:18][CH:19]=[C:20]3[N:21]=[C:22]3[C:23]=2[CH2:24][CH2:25][CH2:27][CH2:28]3)=[CH:11][CH:10]=1)[C:2]1[CH:7]=[CH:6][CH:5]=[CH:4][CH:3]=1, predict the reactants needed to synthesize it. The reactants are: [CH2:1]([O:8][C:9]1[CH:14]=[CH:13][C:12]([C:15]2[N:16]3[C:20]([N:21]=[C:22]4[CH2:28][CH2:27]C[CH2:25][CH2:24][C:23]=24)=[CH:19][CH:18]=[N:17]3)=[CH:11][CH:10]=1)[C:2]1[CH:7]=[CH:6][CH:5]=[CH:4][CH:3]=1.ClC1N2N=CC=C2N=C2C=1CCCC2.C(OC1C=CC(B(O)O)=CC=1)C1C=CC=CC=1. (7) Given the product [CH:28]1([C:26]2[NH:25][N:24]=[C:23]([NH:22][C:8]3[C:7]([CH2:6][CH2:5][OH:4])=[CH:12][N:11]=[C:10]([C:13]4[S:14][C:15]([S:18]([NH2:19])(=[O:21])=[O:20])=[CH:16][CH:17]=4)[N:9]=3)[CH:27]=2)[CH2:30][CH2:29]1, predict the reactants needed to synthesize it. The reactants are: C([O:4][CH2:5][CH2:6][C:7]1[C:8]([NH:22][C:23]2[CH:27]=[C:26]([CH:28]3[CH2:30][CH2:29]3)[NH:25][N:24]=2)=[N:9][C:10]([C:13]2[S:14][C:15]([S:18](=[O:21])(=[O:20])[NH2:19])=[CH:16][CH:17]=2)=[N:11][CH:12]=1)(=O)C.[OH-].[Na+].O. (8) Given the product [NH2:1][C:2]1[N:7]=[CH:6][C:5]([C:8]2[CH:16]=[CH:15][C:11]([C:12]([N:39]3[CH2:30][CH2:28][CH2:35][NH:36][CH2:37][CH2:38]3)=[O:14])=[CH:10][CH:9]=2)=[CH:4][C:3]=1[C:17]1[O:18][C:19]([C:22]2[CH:23]=[CH:24][CH:25]=[CH:26][CH:27]=2)=[N:20][N:21]=1, predict the reactants needed to synthesize it. The reactants are: [NH2:1][C:2]1[N:7]=[CH:6][C:5]([C:8]2[CH:16]=[CH:15][C:11]([C:12]([OH:14])=O)=[CH:10][CH:9]=2)=[CH:4][C:3]=1[C:17]1[O:18][C:19]([C:22]2[CH:27]=[CH:26][CH:25]=[CH:24][CH:23]=2)=[N:20][N:21]=1.[C:28]([C:35]1[NH:36][CH:37]=[CH:38][N:39]=1)([C:30]1NC=CN=1)=O.CCN(C(C)C)C(C)C.N1CCCNCC1.CN(C(ON1N=NC2C=CC=CC1=2)=[N+](C)C)C.[B-](F)(F)(F)F. (9) Given the product [C:32]1([C:31]([N:10]2[CH2:9][CH2:8][CH:7]([CH2:6][NH:5][C@@H:13]3[CH2:15][C@H:14]3[C:16]3[CH:17]=[CH:18][CH:19]=[CH:20][CH:21]=3)[CH2:12][CH2:11]2)=[O:38])[CH:37]=[CH:36][CH:35]=[CH:34][CH:33]=1, predict the reactants needed to synthesize it. The reactants are: FC(F)(F)C([N:5]([C@@H:13]1[CH2:15][C@H:14]1[C:16]1[CH:21]=[CH:20][CH:19]=[CH:18][CH:17]=1)[CH2:6][CH:7]1[CH2:12][CH2:11][NH:10][CH2:9][CH2:8]1)=O.C(N(CC)CC)C.[C:31](Cl)(=[O:38])[C:32]1[CH:37]=[CH:36][CH:35]=[CH:34][CH:33]=1.[NH4+].[Cl-]. (10) Given the product [BrH:29].[CH2:1]([O:8][C@@H:9]1[CH2:13][CH2:12][NH:11][CH2:10]1)[C:2]1[CH:3]=[CH:4][CH:5]=[CH:6][CH:7]=1, predict the reactants needed to synthesize it. The reactants are: [CH2:1]([O:8][C@@H:9]1[CH2:13][CH2:12][NH:11][CH2:10]1)[C:2]1[CH:7]=[CH:6][CH:5]=[CH:4][CH:3]=1.Cl.O[C@@H]1CCNC1.C(O)C1C=CC=CC=1.[BrH:29].